Dataset: Catalyst prediction with 721,799 reactions and 888 catalyst types from USPTO. Task: Predict which catalyst facilitates the given reaction. (1) Reactant: C[O-].[Na+].Br[CH2:5][C:6]([C:8]1[CH:13]=[CH:12][C:11]([Cl:14])=[CH:10][CH:9]=1)=[O:7].[C:15]([CH2:17][C:18]([NH:20][CH:21]1[CH2:26][CH2:25][CH2:24][CH2:23][CH2:22]1)=[O:19])#[N:16]. Product: [Cl:14][C:11]1[CH:12]=[CH:13][C:8]([C:6](=[O:7])[CH2:5][CH:17]([C:15]#[N:16])[C:18]([NH:20][CH:21]2[CH2:22][CH2:23][CH2:24][CH2:25][CH2:26]2)=[O:19])=[CH:9][CH:10]=1. The catalyst class is: 5. (2) Product: [CH3:30][O:31][C:32]1[CH:37]=[CH:36][C:35]([NH:38][C:2]2[O:3][CH:4]=[C:5]([C:7]([N:9]3[CH2:14][CH2:13][N:12]([C:15]([O:17][C:18]([CH3:21])([CH3:20])[CH3:19])=[O:16])[CH2:11][CH:10]3[CH2:22][O:23][C:24]3[CH:25]=[N:26][CH:27]=[CH:28][CH:29]=3)=[O:8])[N:6]=2)=[CH:34][CH:33]=1. The catalyst class is: 1. Reactant: Cl[C:2]1[O:3][CH:4]=[C:5]([C:7]([N:9]2[CH2:14][CH2:13][N:12]([C:15]([O:17][C:18]([CH3:21])([CH3:20])[CH3:19])=[O:16])[CH2:11][CH:10]2[CH2:22][O:23][C:24]2[CH:25]=[N:26][CH:27]=[CH:28][CH:29]=2)=[O:8])[N:6]=1.[CH3:30][O:31][C:32]1[CH:37]=[CH:36][C:35]([NH2:38])=[CH:34][CH:33]=1.C(=O)([O-])[O-].[K+].[K+]. (3) The catalyst class is: 38. Reactant: C([N:3](CC)CC)C.C1(P(N=[N+]=[N-])(C2C=CC=CC=2)=O)C=CC=CC=1.[Cl:25][C:26]1[N:31]=[C:30](C(O)=O)[C:29]2[C:35]([O:57][CH3:58])=[N:36][N:37]([C:38]([C:51]3[CH:56]=[CH:55][CH:54]=[CH:53][CH:52]=3)([C:45]3[CH:50]=[CH:49][CH:48]=[CH:47][CH:46]=3)[C:39]3[CH:44]=[CH:43][CH:42]=[CH:41][CH:40]=3)[C:28]=2[CH:27]=1. Product: [Cl:25][C:26]1[N:31]=[C:30]([NH2:3])[C:29]2[C:35]([O:57][CH3:58])=[N:36][N:37]([C:38]([C:51]3[CH:52]=[CH:53][CH:54]=[CH:55][CH:56]=3)([C:39]3[CH:44]=[CH:43][CH:42]=[CH:41][CH:40]=3)[C:45]3[CH:46]=[CH:47][CH:48]=[CH:49][CH:50]=3)[C:28]=2[CH:27]=1. (4) Reactant: [O:1]=[C:2]1[C:6]2=[CH:7][NH:8][CH:9]=[C:5]2[CH2:4][N:3]1[C:10]([O:12][C:13]([CH3:16])([CH3:15])[CH3:14])=[O:11].[Br:17]N1C(=O)CCC1=O.O. Product: [Br:17][C:9]1[NH:8][CH:7]=[C:6]2[C:2](=[O:1])[N:3]([C:10]([O:12][C:13]([CH3:16])([CH3:15])[CH3:14])=[O:11])[CH2:4][C:5]=12. The catalyst class is: 7. (5) Reactant: [Cl:1][CH2:2][CH2:3][CH2:4][O:5][C:6]1[CH:11]=[CH:10][CH:9]=[CH:8][C:7]=1[N+:12]([O-:14])=[O:13].Cl[CH2:16][S:17]([C:20]1[C:29]2[C:24](=[CH:25][CH:26]=[CH:27][CH:28]=2)[CH:23]=[CH:22][CH:21]=1)(=[O:19])=[O:18].CC(C)([O-])C.[K+].Cl. Product: [Cl:1][CH2:2][CH2:3][CH2:4][O:5][C:6]1[C:7]([N+:12]([O-:14])=[O:13])=[C:8]([CH2:16][S:17]([C:20]2[C:29]3[C:24](=[CH:25][CH:26]=[CH:27][CH:28]=3)[CH:23]=[CH:22][CH:21]=2)(=[O:18])=[O:19])[CH:9]=[CH:10][CH:11]=1. The catalyst class is: 1.